From a dataset of Reaction yield outcomes from USPTO patents with 853,638 reactions. Predict the reaction yield, written as a fraction of the theoretical maximum amount of product (1.0 means a 100% yield; for example, 0.34 means a 34% yield). (1) The reactants are [CH3:1][C:2]1[CH:7]=[C:6]([N+:8]([O-:10])=[O:9])[CH:5]=[CH:4][C:3]=1[OH:11].[F:12][C:13]1[CH:14]=[C:15]([CH:18]=[CH:19][CH:20]=1)[CH2:16]Br. No catalyst specified. The product is [F:12][C:13]1[CH:14]=[C:15]([CH:18]=[CH:19][CH:20]=1)[CH2:16][O:11][C:3]1[CH:4]=[CH:5][C:6]([N+:8]([O-:10])=[O:9])=[CH:7][C:2]=1[CH3:1]. The yield is 0.620. (2) The reactants are [Cl:1][C:2]1[CH:9]=[CH:8][C:5]([CH:6]=O)=[CH:4][CH:3]=1.[O:10]=[C:11]([CH2:15][CH3:16])[C:12]([OH:14])=[O:13].[OH-].[K+].O. The catalyst is CO. The product is [Cl:1][C:2]1[CH:9]=[CH:8][C:5]([CH:6]=[C:15]([CH3:16])[C:11](=[O:10])[C:12]([OH:14])=[O:13])=[CH:4][CH:3]=1. The yield is 0.400.